Dataset: Catalyst prediction with 721,799 reactions and 888 catalyst types from USPTO. Task: Predict which catalyst facilitates the given reaction. (1) Reactant: [CH:1]1(/[C:4](/[C:21]2[CH:26]=[CH:25][CH:24]=[CH:23][CH:22]=2)=[C:5](/[C:11]2[CH:16]=[CH:15][C:14]([O:17][CH2:18][O:19][CH3:20])=[CH:13][CH:12]=2)\[C:6]([O:8]CC)=[O:7])[CH2:3][CH2:2]1.[OH-].[Na+].Cl. Product: [CH:1]1(/[C:4](/[C:21]2[CH:26]=[CH:25][CH:24]=[CH:23][CH:22]=2)=[C:5](/[C:11]2[CH:16]=[CH:15][C:14]([O:17][CH2:18][O:19][CH3:20])=[CH:13][CH:12]=2)\[C:6]([OH:8])=[O:7])[CH2:3][CH2:2]1. The catalyst class is: 5. (2) Reactant: [CH2:1]1[CH2:6][C@H:5]([C:7]([OH:9])=[O:8])[CH2:4][CH2:3][C@H:2]1[CH2:10][NH2:11].C(N(CC)CC)C.[C:19](O[C:19]([O:21][C:22]([CH3:25])([CH3:24])[CH3:23])=[O:20])([O:21][C:22]([CH3:25])([CH3:24])[CH3:23])=[O:20]. Product: [CH3:23][C:22]([O:21][C:19]([NH:11][CH2:10][CH:2]1[CH2:3][CH2:4][CH:5]([C:7]([OH:9])=[O:8])[CH2:6][CH2:1]1)=[O:20])([CH3:25])[CH3:24]. The catalyst class is: 127. (3) Reactant: [Cl:1][C:2]1[CH:10]=[CH:9][C:8]2[N:7]([CH2:11][C:12]([CH:21]3[CH2:23][CH2:22]3)([C:14]3[CH:19]=[CH:18][C:17]([F:20])=[C:16]=[C:15]=3)O)[C:6]3[CH2:24][CH2:25][N:26]([CH3:28])[CH2:27][C:5]=3[C:4]=2[CH:3]=1.S(=O)(=O)(O)[OH:30]. Product: [Cl:1][C:2]1[CH:10]=[CH:9][C:8]2[N:7]([CH2:11]/[C:12](/[C:14]3[CH:19]=[CH:18][C:17]([F:20])=[CH:16][CH:15]=3)=[CH:21]\[CH2:22][CH2:23][OH:30])[C:6]3[CH2:24][CH2:25][N:26]([CH3:28])[CH2:27][C:5]=3[C:4]=2[CH:3]=1. The catalyst class is: 6. (4) Reactant: [CH3:1][N:2]1[CH2:19][CH:18]2[CH:4]([C:5]3[CH:6]=[CH:7][CH:8]=[CH:9][C:10]=3[O:11][C:12]3[CH:13]=[CH:14][C:15]([Cl:20])=[CH:16][C:17]=32)[CH2:3]1.C(OCC)(=O)C.[C:27]([OH:39])(=[O:38])[CH2:28][C:29]([CH2:34][C:35]([OH:37])=[O:36])([C:31]([OH:33])=[O:32])[OH:30]. Product: [CH3:1][N:2]1[CH2:19][CH:18]2[CH:4]([C:5]3[CH:6]=[CH:7][CH:8]=[CH:9][C:10]=3[O:11][C:12]3[CH:13]=[CH:14][C:15]([Cl:20])=[CH:16][C:17]=32)[CH2:3]1.[C:27]([O-:39])(=[O:38])[CH2:28][C:29]([CH2:34][C:35]([O-:37])=[O:36])([C:31]([O-:33])=[O:32])[OH:30]. The catalyst class is: 8. (5) Reactant: [O:1]1[CH2:6][CH2:5][CH2:4][CH2:3][CH:2]1[O:7][NH:8][C:9](=[O:40])[CH2:10][C:11]1([C:28]2[S:29][C:30]([C:33]3[CH:38]=[CH:37][CH:36]=[C:35]([NH2:39])[CH:34]=3)=[CH:31][CH:32]=2)[S:17](=[O:19])(=[O:18])[CH2:16][CH2:15][N:14]([C:20](=[O:27])[C:21]2[CH:26]=[CH:25][CH:24]=[CH:23][CH:22]=2)[CH2:13][CH2:12]1.[CH2:41]([N:43]=[C:44]=[O:45])[CH3:42].O. Product: [O:1]1[CH2:6][CH2:5][CH2:4][CH2:3][CH:2]1[O:7][NH:8][C:9](=[O:40])[CH2:10][C:11]1([C:28]2[S:29][C:30]([C:33]3[CH:38]=[CH:37][CH:36]=[C:35]([NH:39][C:44]([NH:43][CH2:41][CH3:42])=[O:45])[CH:34]=3)=[CH:31][CH:32]=2)[S:17](=[O:19])(=[O:18])[CH2:16][CH2:15][N:14]([C:20](=[O:27])[C:21]2[CH:22]=[CH:23][CH:24]=[CH:25][CH:26]=2)[CH2:13][CH2:12]1. The catalyst class is: 4.